Regression. Given two drug SMILES strings and cell line genomic features, predict the synergy score measuring deviation from expected non-interaction effect. From a dataset of NCI-60 drug combinations with 297,098 pairs across 59 cell lines. (1) Drug 1: C1=CC(=CC=C1C#N)C(C2=CC=C(C=C2)C#N)N3C=NC=N3. Drug 2: C(CCl)NC(=O)N(CCCl)N=O. Cell line: COLO 205. Synergy scores: CSS=19.2, Synergy_ZIP=-4.55, Synergy_Bliss=-10.0, Synergy_Loewe=2.48, Synergy_HSA=-4.66. (2) Drug 1: C1=NC2=C(N=C(N=C2N1C3C(C(C(O3)CO)O)O)F)N. Drug 2: CN(CCCl)CCCl.Cl. Cell line: HS 578T. Synergy scores: CSS=3.53, Synergy_ZIP=-2.12, Synergy_Bliss=-0.283, Synergy_Loewe=-0.796, Synergy_HSA=0.240. (3) Synergy scores: CSS=-2.59, Synergy_ZIP=2.56, Synergy_Bliss=1.21, Synergy_Loewe=-2.76, Synergy_HSA=-2.40. Drug 1: CN(C)C1=NC(=NC(=N1)N(C)C)N(C)C. Cell line: M14. Drug 2: CN1C2=C(C=C(C=C2)N(CCCl)CCCl)N=C1CCCC(=O)O.Cl. (4) Drug 1: C1=CC(=C2C(=C1NCCNCCO)C(=O)C3=C(C=CC(=C3C2=O)O)O)NCCNCCO. Drug 2: C1CC(C1)(C(=O)O)C(=O)O.[NH2-].[NH2-].[Pt+2]. Cell line: HCT116. Synergy scores: CSS=60.3, Synergy_ZIP=-3.11, Synergy_Bliss=-3.38, Synergy_Loewe=-8.83, Synergy_HSA=1.61. (5) Drug 1: CN1CCC(CC1)COC2=C(C=C3C(=C2)N=CN=C3NC4=C(C=C(C=C4)Br)F)OC. Drug 2: C(CCl)NC(=O)N(CCCl)N=O. Cell line: SW-620. Synergy scores: CSS=3.71, Synergy_ZIP=-3.09, Synergy_Bliss=-1.79, Synergy_Loewe=-3.57, Synergy_HSA=-3.00. (6) Drug 1: C1CN1C2=NC(=NC(=N2)N3CC3)N4CC4. Drug 2: C1C(C(OC1N2C=NC(=NC2=O)N)CO)O. Cell line: SF-268. Synergy scores: CSS=36.4, Synergy_ZIP=-2.44, Synergy_Bliss=3.69, Synergy_Loewe=2.31, Synergy_HSA=3.14. (7) Synergy scores: CSS=40.9, Synergy_ZIP=3.93, Synergy_Bliss=7.31, Synergy_Loewe=3.64, Synergy_HSA=6.41. Cell line: HCT-15. Drug 1: CC1C(C(=O)NC(C(=O)N2CCCC2C(=O)N(CC(=O)N(C(C(=O)O1)C(C)C)C)C)C(C)C)NC(=O)C3=C4C(=C(C=C3)C)OC5=C(C(=O)C(=C(C5=N4)C(=O)NC6C(OC(=O)C(N(C(=O)CN(C(=O)C7CCCN7C(=O)C(NC6=O)C(C)C)C)C)C(C)C)C)N)C. Drug 2: CC1C(C(CC(O1)OC2CC(CC3=C2C(=C4C(=C3O)C(=O)C5=CC=CC=C5C4=O)O)(C(=O)C)O)N)O.